Task: Predict the product of the given reaction.. Dataset: Forward reaction prediction with 1.9M reactions from USPTO patents (1976-2016) (1) Given the reactants C([O:4][C:5](=[O:30])[CH2:6][O:7][C:8]1[CH:13]=[CH:12][C:11]([NH:14][C:15](=[O:17])[CH3:16])=[CH:10][C:9]=1[C:18](=[O:29])[NH:19][CH2:20][C:21]1[CH:26]=[CH:25][C:24]([Br:27])=[CH:23][C:22]=1[F:28])C=C.N1CCCC1, predict the reaction product. The product is: [C:15]([NH:14][C:11]1[CH:12]=[CH:13][C:8]([O:7][CH2:6][C:5]([OH:30])=[O:4])=[C:9]([C:18](=[O:29])[NH:19][CH2:20][C:21]2[CH:26]=[CH:25][C:24]([Br:27])=[CH:23][C:22]=2[F:28])[CH:10]=1)(=[O:17])[CH3:16]. (2) Given the reactants [F:1][C:2]([F:9])([F:8])[C:3]([O:5]CC)=O.C(O[K])(C)(C)C.[CH3:16][C:17](=[O:20])[CH2:18][CH3:19], predict the reaction product. The product is: [F:9][C:2]([F:1])([F:8])[C:3](=[O:5])[CH2:16][C:17](=[O:20])[CH2:18][CH3:19]. (3) Given the reactants [F:1][C:2]1[CH:7]=[C:6]([N+:8]([O-:10])=[O:9])[CH:5]=[CH:4][C:3]=1[CH2:11]O.C1(P(C2C=CC=CC=2)C2C=CC=CC=2)C=CC=CC=1.C1C(=O)N([Br:39])C(=O)C1, predict the reaction product. The product is: [Br:39][CH2:11][C:3]1[CH:4]=[CH:5][C:6]([N+:8]([O-:10])=[O:9])=[CH:7][C:2]=1[F:1].